From a dataset of Forward reaction prediction with 1.9M reactions from USPTO patents (1976-2016). Predict the product of the given reaction. (1) Given the reactants [NH2:1][C:2]1[CH:11]=[CH:10][C:5]2[NH:6][C:7](=[O:9])[S:8][C:4]=2[CH:3]=1.Cl[CH2:13][C:14]([N:16]1[CH2:21][CH2:20][CH:19]([CH2:22][C:23]2[CH:28]=[CH:27][CH:26]=[CH:25][CH:24]=2)[CH2:18][CH2:17]1)=[O:15], predict the reaction product. The product is: [CH2:22]([CH:19]1[CH2:18][CH2:17][N:16]([C:14](=[O:15])[CH2:13][NH:1][C:2]2[CH:11]=[CH:10][C:5]3[NH:6][C:7](=[O:9])[S:8][C:4]=3[CH:3]=2)[CH2:21][CH2:20]1)[C:23]1[CH:28]=[CH:27][CH:26]=[CH:25][CH:24]=1. (2) Given the reactants [Br:1][C:2]1[N:3]=[C:4]([C@H:12]2[CH2:17][N:16]3[C:18](=[O:21])[O:19][CH2:20][C@@H:15]3[CH2:14][CH2:13]2)[N:5]2[CH:10]=[CH:9][N:8]=[C:7](Cl)[C:6]=12.[NH4+:22].[OH-].CC(O)C, predict the reaction product. The product is: [NH2:22][C:7]1[C:6]2[N:5]([C:4]([C@H:12]3[CH2:17][N:16]4[C:18](=[O:21])[O:19][CH2:20][C@@H:15]4[CH2:14][CH2:13]3)=[N:3][C:2]=2[Br:1])[CH:10]=[CH:9][N:8]=1. (3) Given the reactants N[C:2]1[C:10]([Br:11])=[CH:9][C:8]([Br:12])=[CH:7][C:3]=1[C:4]([OH:6])=[O:5].N([O-])=O.[Na+].[ClH:17], predict the reaction product. The product is: [Br:11][C:10]1[C:2]([Cl:17])=[C:3]([CH:7]=[C:8]([Br:12])[CH:9]=1)[C:4]([OH:6])=[O:5]. (4) The product is: [Si:1]([O:8][CH2:9][C@@H:10]1[C@@H:11]([C:15]2[CH:16]=[N:17][CH:18]=[CH:19][CH:20]=2)[CH2:12][N:13]([C:31]([O:33][C:34]2[CH:35]=[CH:36][C:37]([C:38]([O:40][CH3:41])=[O:39])=[CH:42][CH:43]=2)=[O:32])[CH2:14]1)([C:4]([CH3:7])([CH3:5])[CH3:6])([CH3:3])[CH3:2]. Given the reactants [Si:1]([O:8][CH2:9][C@H:10]1[CH2:14][NH:13][CH2:12][C@@H:11]1[C:15]1[CH:16]=[N:17][CH:18]=[CH:19][CH:20]=1)([C:4]([CH3:7])([CH3:6])[CH3:5])([CH3:3])[CH3:2].C(N(CC)C(C)C)(C)C.Cl[C:31]([O:33][C:34]1[CH:43]=[CH:42][C:37]([C:38]([O:40][CH3:41])=[O:39])=[CH:36][CH:35]=1)=[O:32], predict the reaction product. (5) Given the reactants [O:1]1[C:5]2[CH:6]=[CH:7][CH:8]=[CH:9][C:4]=2[N:3]=[C:2]1[C:10]1[CH:11]=[CH:12][C:13]([CH3:24])=[C:14]([C:16]2[CH:21]=[CH:20][CH:19]=[C:18]([C:22]#[N:23])[CH:17]=2)[CH:15]=1.C1C(=O)N([Br:32])C(=O)C1.C(OOC(=O)C1C=CC=CC=1)(=O)C1C=CC=CC=1, predict the reaction product. The product is: [O:1]1[C:5]2[CH:6]=[CH:7][CH:8]=[CH:9][C:4]=2[N:3]=[C:2]1[C:10]1[CH:11]=[CH:12][C:13]([CH2:24][Br:32])=[C:14]([C:16]2[CH:21]=[CH:20][CH:19]=[C:18]([C:22]#[N:23])[CH:17]=2)[CH:15]=1. (6) Given the reactants [N:1]1([CH2:6][CH2:7][CH2:8][NH2:9])[CH:5]=[CH:4][N:3]=[CH:2]1.[OH:10][C:11]1[CH:18]=[CH:17][C:16]([CH3:19])=[CH:15][C:12]=1[CH:13]=O.C[Si]([N:24]=[N+:25]=[N-:26])(C)C.[N+:27]([CH:29]1[CH2:31][CH2:30]1)#[C-:28], predict the reaction product. The product is: [CH:29]1([N:27]2[C:28]([CH:13]([NH:9][CH2:8][CH2:7][CH2:6][N:1]3[CH:5]=[CH:4][N:3]=[CH:2]3)[C:12]3[CH:15]=[C:16]([CH3:19])[CH:17]=[CH:18][C:11]=3[OH:10])=[N:26][N:25]=[N:24]2)[CH2:31][CH2:30]1.